Dataset: NCI-60 drug combinations with 297,098 pairs across 59 cell lines. Task: Regression. Given two drug SMILES strings and cell line genomic features, predict the synergy score measuring deviation from expected non-interaction effect. Drug 1: C1=CC(=CC=C1CCC2=CNC3=C2C(=O)NC(=N3)N)C(=O)NC(CCC(=O)O)C(=O)O. Drug 2: C1=CC(=CC=C1CC(C(=O)O)N)N(CCCl)CCCl.Cl. Cell line: MCF7. Synergy scores: CSS=35.8, Synergy_ZIP=-8.51, Synergy_Bliss=-8.02, Synergy_Loewe=-5.64, Synergy_HSA=-2.11.